From a dataset of Full USPTO retrosynthesis dataset with 1.9M reactions from patents (1976-2016). Predict the reactants needed to synthesize the given product. (1) Given the product [Br:49][CH2:21][CH2:20][CH2:19][CH2:18][CH2:17][CH2:16][C:15]1[C:14]2[CH:23]=[CH:24][C:25]([OH:27])=[CH:26][C:13]=2[CH2:12][CH2:11][CH2:10][C:9]=1[C:3]1[CH:4]=[C:5]([OH:8])[CH:6]=[CH:7][C:2]=1[F:1], predict the reactants needed to synthesize it. The reactants are: [F:1][C:2]1[CH:7]=[CH:6][C:5]([OH:8])=[CH:4][C:3]=1[C:9]1[CH2:10][CH2:11][CH2:12][C:13]2[CH:26]=[C:25]([O:27]C)[CH:24]=[CH:23][C:14]=2[C:15]=1[CH2:16][CH2:17][CH2:18][CH2:19][CH2:20][CH2:21]O.C1(P(C2C=CC=CC=2)C2C=CC=CC=2)C=CC=CC=1.C(Br)(Br)(Br)[Br:49]. (2) Given the product [Cl:1][C:2]1[C:7]([Cl:8])=[C:6]([O:9][C:10]2[CH:15]=[CH:14][N:13]=[C:12]([NH:41][C:40]3[CH:42]=[C:43]([O:45][CH2:46][CH2:47][O:48][CH2:49][CH2:50][O:51][CH2:52][CH2:53][O:54][CH3:55])[CH:44]=[C:38]([O:37][CH3:36])[CH:39]=3)[N:11]=2)[CH:5]=[CH:4][C:3]=1[NH:17][C:18]([NH:20][C:21]1[N:25]([C:26]2[CH:31]=[CH:30][C:29]([CH3:32])=[CH:28][CH:27]=2)[N:24]=[C:23]([CH:33]([CH3:34])[CH3:35])[CH:22]=1)=[O:19], predict the reactants needed to synthesize it. The reactants are: [Cl:1][C:2]1[C:7]([Cl:8])=[C:6]([O:9][C:10]2[CH:15]=[CH:14][N:13]=[C:12](Cl)[N:11]=2)[CH:5]=[CH:4][C:3]=1[NH:17][C:18]([NH:20][C:21]1[N:25]([C:26]2[CH:31]=[CH:30][C:29]([CH3:32])=[CH:28][CH:27]=2)[N:24]=[C:23]([CH:33]([CH3:35])[CH3:34])[CH:22]=1)=[O:19].[CH3:36][O:37][C:38]1[CH:39]=[C:40]([CH:42]=[C:43]([O:45][CH2:46][CH2:47][O:48][CH2:49][CH2:50][O:51][CH2:52][CH2:53][O:54][CH3:55])[CH:44]=1)[NH2:41].